From a dataset of Forward reaction prediction with 1.9M reactions from USPTO patents (1976-2016). Predict the product of the given reaction. Given the reactants [C:1]([C:3]1[CH:8]=[CH:7][C:6]([OH:9])=[C:5]([F:10])[CH:4]=1)#[N:2].Br[CH2:12][CH2:13][CH2:14][OH:15].C(=O)([O-])[O-].[K+].[K+], predict the reaction product. The product is: [F:10][C:5]1[CH:4]=[C:3]([CH:8]=[CH:7][C:6]=1[O:9][CH2:12][CH2:13][CH2:14][OH:15])[C:1]#[N:2].